Dataset: Full USPTO retrosynthesis dataset with 1.9M reactions from patents (1976-2016). Task: Predict the reactants needed to synthesize the given product. (1) Given the product [C:24]([OH:23])(=[O:25])[CH2:26][CH2:1][CH2:2][CH2:3][CH2:4][CH2:5][C:30]([OH:31])=[O:15], predict the reactants needed to synthesize it. The reactants are: [CH:1]1CCC[CH2:5][CH2:4][CH2:3][CH:2]=1.OOS([O-])=O.[K+].[O-:15]S([O-])=O.[Na+].[Na+].CC[O:23][C:24]([CH3:26])=[O:25].CN([CH:30]=[O:31])C. (2) Given the product [OH:2][NH:1][S:13]([C:11]1[CH:10]=[CH:9][C:8]2=[N:4][S:5][N:6]=[C:7]2[CH:12]=1)(=[O:15])=[O:14], predict the reactants needed to synthesize it. The reactants are: [NH2:1][OH:2].O.[N:4]1[S:5][N:6]=[C:7]2[CH:12]=[C:11]([S:13](Cl)(=[O:15])=[O:14])[CH:10]=[CH:9][C:8]=12.S(Cl)(Cl)(=O)=O. (3) Given the product [F:1][C:2]1[CH:3]=[CH:4][C:5]([C:8]2[CH:12]=[C:11]([CH2:13][N:14]3[C:26]4[C:25]5[NH:24][CH2:23][CH2:22][CH2:21][C:20]=5[N:19]=[C:18]([NH2:27])[C:17]=4[N:16]=[CH:15]3)[O:10][N:9]=2)=[CH:6][CH:7]=1, predict the reactants needed to synthesize it. The reactants are: [F:1][C:2]1[CH:7]=[CH:6][C:5]([C:8]2[CH:12]=[C:11]([CH2:13][N:14]3[C:26]4[C:25]5[N:24]=[CH:23][CH:22]=[CH:21][C:20]=5[N:19]=[C:18]([NH2:27])[C:17]=4[N:16]=[CH:15]3)[O:10][N:9]=2)=[CH:4][CH:3]=1.FC(F)(F)C(O)=O. (4) Given the product [C:1]([O:9][CH2:10][CH2:18][CH2:17][CH2:16][CH2:15][CH2:14][CH2:13][CH2:12][NH2:11])(=[O:8])[C:2]1[CH:7]=[CH:6][CH:5]=[CH:4][CH:3]=1, predict the reactants needed to synthesize it. The reactants are: [C:1]([O:9][CH3:10])(=[O:8])[C:2]1[CH:7]=[CH:6][CH:5]=[CH:4][CH:3]=1.[NH2:11][CH2:12][CH2:13][CH2:14][CH2:15][CH2:16][CH2:17][CH2:18]CO.C(OC(C)C)(C)C. (5) Given the product [Cl:1][C:2]1[C:10]([N+:11]([O-:13])=[O:12])=[CH:9][C:8]([C:14]([F:17])([F:16])[F:15])=[CH:7][C:3]=1[C:4]([O:20][CH2:18][CH3:19])=[O:5], predict the reactants needed to synthesize it. The reactants are: [Cl:1][C:2]1[C:10]([N+:11]([O-:13])=[O:12])=[CH:9][C:8]([C:14]([F:17])([F:16])[F:15])=[CH:7][C:3]=1[C:4](Cl)=[O:5].[CH2:18]([OH:20])[CH3:19]. (6) Given the product [NH2:1][C:4]1[CH:5]=[CH:6][C:7]([O:8][C:9]2[CH:10]=[C:11]([N:15]([CH2:23][C:24]3[CH:29]=[CH:28][CH:27]=[C:26]([O:30][C:31]([F:35])([F:36])[CH:32]([F:33])[F:34])[CH:25]=3)[CH2:16][CH:17]([OH:22])[C:18]([F:21])([F:20])[F:19])[CH:12]=[CH:13][CH:14]=2)=[CH:37][CH:38]=1.[CH2:41]([NH:1][C:4]1[CH:38]=[CH:37][C:7]([O:8][C:9]2[CH:10]=[C:11]([N:15]([CH2:23][C:24]3[CH:29]=[CH:28][CH:27]=[C:26]([O:30][C:31]([F:36])([F:35])[CH:32]([F:34])[F:33])[CH:25]=3)[CH2:16][CH:17]([OH:22])[C:18]([F:21])([F:20])[F:19])[CH:12]=[CH:13][CH:14]=2)=[CH:6][CH:5]=1)[CH3:42], predict the reactants needed to synthesize it. The reactants are: [N+:1]([C:4]1[CH:38]=[CH:37][C:7]([O:8][C:9]2[CH:10]=[C:11]([N:15]([CH2:23][C:24]3[CH:29]=[CH:28][CH:27]=[C:26]([O:30][C:31]([F:36])([F:35])[CH:32]([F:34])[F:33])[CH:25]=3)[CH2:16][CH:17]([OH:22])[C:18]([F:21])([F:20])[F:19])[CH:12]=[CH:13][CH:14]=2)=[CH:6][CH:5]=1)([O-])=O.[H][H].[CH2:41](O)[CH3:42]. (7) Given the product [Cl:1][C:2]1[CH:3]=[C:4]([N:5]=[C:16]=[S:17])[CH:6]=[CH:7][C:8]=1[O:9][C:10]1[CH:15]=[CH:14][CH:13]=[CH:12][CH:11]=1, predict the reactants needed to synthesize it. The reactants are: [Cl:1][C:2]1[CH:3]=[C:4]([CH:6]=[CH:7][C:8]=1[O:9][C:10]1[CH:15]=[CH:14][CH:13]=[CH:12][CH:11]=1)[NH2:5].[C:16](N1C=CN=C1)(N1C=CN=C1)=[S:17].